This data is from Forward reaction prediction with 1.9M reactions from USPTO patents (1976-2016). The task is: Predict the product of the given reaction. (1) Given the reactants [CH3:1][C:2]1[O:3][CH:4]=[CH:5][C:6]=1[C:7]([OH:9])=[O:8].C([N:12]1[CH:16]=[CH:15][N:14]=[CH:13]1)([N:12]1[CH:16]=[CH:15][N:14]=[CH:13]1)=O.N1C=CN=C1, predict the reaction product. The product is: [N-:12]1[CH:16]=[CH:15][N:14]=[CH:13]1.[CH3:1][C:2]1[O:3][CH:4]=[CH:5][C:6]=1[C:7]([OH:9])=[O:8]. (2) Given the reactants F[C:2]1[CH:3]=[C:4]([C:11]2[S:15][C:14]([N:16]([C:38]([O:40][C:41]([CH3:44])([CH3:43])[CH3:42])=[O:39])[CH2:17][C@@H:18]([NH:30][C:31](=[O:37])[O:32][C:33]([CH3:36])([CH3:35])[CH3:34])[CH2:19][C:20]3[CH:25]=[CH:24][C:23]([C:26]([F:29])([F:28])[F:27])=[CH:22][CH:21]=3)=[N:13][N:12]=2)[CH:5]=[CH:6][C:7]=1[N+:8]([O-:10])=[O:9].C(=O)([O-])[O-:46].[Cs+].[Cs+].C(O)(=O)C, predict the reaction product. The product is: [OH:46][C:2]1[CH:3]=[C:4]([C:11]2[S:15][C:14]([N:16]([C:38]([O:40][C:41]([CH3:43])([CH3:42])[CH3:44])=[O:39])[CH2:17][C@@H:18]([NH:30][C:31](=[O:37])[O:32][C:33]([CH3:36])([CH3:34])[CH3:35])[CH2:19][C:20]3[CH:21]=[CH:22][C:23]([C:26]([F:28])([F:29])[F:27])=[CH:24][CH:25]=3)=[N:13][N:12]=2)[CH:5]=[CH:6][C:7]=1[N+:8]([O-:10])=[O:9]. (3) The product is: [CH2:1]([C:5]1[N:6]=[C:7]([CH3:27])[N:8]([CH2:36][C:37]2[CH:42]=[CH:41][CH:40]=[C:39]([F:43])[CH:38]=2)[C:9](=[O:26])[C:10]=1[CH2:11][C:12]1[CH:17]=[CH:16][C:15]([C:18]2[C:19]([C:24]#[N:25])=[CH:20][CH:21]=[CH:22][CH:23]=2)=[CH:14][CH:13]=1)[CH2:2][CH2:3][CH3:4]. Given the reactants [CH2:1]([C:5]1[N:6]=[C:7]([CH3:27])[NH:8][C:9](=[O:26])[C:10]=1[CH2:11][C:12]1[CH:17]=[CH:16][C:15]([C:18]2[C:19]([C:24]#[N:25])=[CH:20][CH:21]=[CH:22][CH:23]=2)=[CH:14][CH:13]=1)[CH2:2][CH2:3][CH3:4].[H-].[Na+].CN(C)C=O.Br[CH2:36][C:37]1[CH:42]=[CH:41][CH:40]=[C:39]([F:43])[CH:38]=1, predict the reaction product. (4) Given the reactants [C:1]([C:5]1[CH:6]=[CH:7][C:8]2[CH2:9][C:10]3[C:15]([C:16]=2[CH:17]=1)=[CH:14][C:13]([C:18]([CH3:21])([CH3:20])[CH3:19])=[CH:12][CH:11]=3)([CH3:4])([CH3:3])[CH3:2].CCCCCC.[Li]CCCC.[CH:33]1([CH:39]=[C:40]2[CH:44]=[CH:43][CH:42]=[CH:41]2)[CH2:38][CH2:37][CH2:36][CH2:35]C1, predict the reaction product. The product is: [CH:40]1([C:39]2([C:11]3[C:10]4[CH2:9][C:8]5[C:16](=[CH:17][C:5]([C:1]([CH3:4])([CH3:3])[CH3:2])=[CH:6][CH:7]=5)[C:15]=4[CH:14]=[C:13]([C:18]([CH3:21])([CH3:20])[CH3:19])[CH:12]=3)[CH2:35][CH2:36][CH2:37][CH2:38][CH2:33]2)[CH:41]=[CH:42][CH:43]=[CH:44]1.